Dataset: Forward reaction prediction with 1.9M reactions from USPTO patents (1976-2016). Task: Predict the product of the given reaction. Given the reactants C([N:8]1[CH2:13][CH2:12][CH:11]([N:14]2[C:18]3[CH:19]=[CH:20][C:21]([F:23])=[CH:22][C:17]=3[N:16]=[C:15]2[CH2:24][C:25]([F:28])([F:27])[F:26])[CH2:10][CH2:9]1)C1C=CC=CC=1.Cl, predict the reaction product. The product is: [NH:8]1[CH2:13][CH2:12][CH:11]([N:14]2[C:18]3[CH:19]=[CH:20][C:21]([F:23])=[CH:22][C:17]=3[N:16]=[C:15]2[CH2:24][C:25]([F:28])([F:26])[F:27])[CH2:10][CH2:9]1.